Task: Predict the reactants needed to synthesize the given product.. Dataset: Full USPTO retrosynthesis dataset with 1.9M reactions from patents (1976-2016) (1) Given the product [Br:36][CH2:37][C@H:38]([CH3:41])[CH2:39][O:1][C:2]1[CH:35]=[CH:34][C:5]([CH2:6][NH:7][C:8]2[N:13]=[C:12]([O:14][CH2:15][C:16]([F:19])([F:17])[F:18])[N:11]=[C:10]([NH:20][C:21]3[CH:33]=[CH:32][C:24]([C:25]([O:27][C:28]([CH3:30])([CH3:31])[CH3:29])=[O:26])=[CH:23][CH:22]=3)[N:9]=2)=[CH:4][CH:3]=1, predict the reactants needed to synthesize it. The reactants are: [OH:1][C:2]1[CH:35]=[CH:34][C:5]([CH2:6][NH:7][C:8]2[N:13]=[C:12]([O:14][CH2:15][C:16]([F:19])([F:18])[F:17])[N:11]=[C:10]([NH:20][C:21]3[CH:33]=[CH:32][C:24]([C:25]([O:27][C:28]([CH3:31])([CH3:30])[CH3:29])=[O:26])=[CH:23][CH:22]=3)[N:9]=2)=[CH:4][CH:3]=1.[Br:36][CH2:37][C@H:38]([CH3:41])[CH2:39]O.C1C=CC(P(C2C=CC=CC=2)C2C=CC=CC=2)=CC=1.N(C(OC(C)C)=O)=NC(OC(C)C)=O. (2) Given the product [F:21][C:2]([F:1])([F:20])[C:3]1[CH:4]=[C:5]([C@H:13]2[O:17][C:16](=[O:18])[N:15]([CH2:26][C:27]3[CH:32]=[C:31]([C:33]([F:34])([F:36])[F:35])[CH:30]=[CH:29][C:28]=3[I:37])[C@H:14]2[CH3:19])[CH:6]=[C:7]([C:9]([F:10])([F:11])[F:12])[CH:8]=1, predict the reactants needed to synthesize it. The reactants are: [F:1][C:2]([F:21])([F:20])[C:3]1[CH:4]=[C:5]([C@H:13]2[O:17][C:16](=[O:18])[NH:15][C@H:14]2[CH3:19])[CH:6]=[C:7]([C:9]([F:12])([F:11])[F:10])[CH:8]=1.[H-].[Na+].BrC[CH2:26][C:27]1[CH:32]=[C:31]([C:33]([F:36])([F:35])[F:34])[CH:30]=[CH:29][C:28]=1[I:37]. (3) The reactants are: [CH3:1][N:2]([CH3:8])[C@H:3]1[CH2:7][CH2:6][NH:5][CH2:4]1.C(N(CC)CC)C.F[C:17]1[C:18]([C:37]2[CH:42]=[CH:41][CH:40]=[CH:39][CH:38]=2)=[C:19]([CH3:36])[C:20]([C:34]#[N:35])=[C:21]2[C:25]=1[O:24][C:23]([N:26]1[CH2:31][CH2:30][N:29]([CH3:32])[C:28](=[O:33])[CH2:27]1)=[N:22]2. Given the product [CH3:1][N:2]([CH3:8])[C@H:3]1[CH2:7][CH2:6][N:5]([C:17]2[C:18]([C:37]3[CH:42]=[CH:41][CH:40]=[CH:39][CH:38]=3)=[C:19]([CH3:36])[C:20]([C:34]#[N:35])=[C:21]3[C:25]=2[O:24][C:23]([N:26]2[CH2:31][CH2:30][N:29]([CH3:32])[C:28](=[O:33])[CH2:27]2)=[N:22]3)[CH2:4]1, predict the reactants needed to synthesize it. (4) Given the product [NH:8]1[C:9]2[C:14](=[CH:13][CH:12]=[CH:11][CH:10]=2)[C:6]([C:4](=[O:5])[C:3]([C:1]#[N:2])=[CH:17][N:18]([CH3:19])[CH3:20])=[CH:7]1, predict the reactants needed to synthesize it. The reactants are: [C:1]([CH2:3][C:4]([C:6]1[C:14]2[C:9](=[CH:10][CH:11]=[CH:12][CH:13]=2)[NH:8][CH:7]=1)=[O:5])#[N:2].CO[CH:17](OC)[N:18]([CH3:20])[CH3:19]. (5) Given the product [Cl:69][C:55]1[CH:56]=[C:57]([O:58][C:59]2[CH:64]=[CH:63][C:62]([OH:65])=[CH:61][C:60]=2[Cl:66])[CH:67]=[CH:68][C:54]=1[CH2:53][NH:52][C:42]([C:39]1([NH:38][C:36]([C:34]2[CH:33]=[N:32][CH:31]=[N:30][CH:35]=2)=[O:37])[CH2:40][CH2:41]1)=[O:44], predict the reactants needed to synthesize it. The reactants are: C(N(CC)CC)C.CN(C(ON1N=NC2C=CC=CC1=2)=[N+](C)C)C.[B-](F)(F)(F)F.[N:30]1[CH:35]=[C:34]([C:36]([NH:38][C:39]2([C:42]([OH:44])=O)[CH2:41][CH2:40]2)=[O:37])[CH:33]=[N:32][CH:31]=1.FC(F)(F)C(O)=O.[NH2:52][CH2:53][C:54]1[CH:68]=[CH:67][C:57]([O:58][C:59]2[CH:64]=[CH:63][C:62]([OH:65])=[CH:61][C:60]=2[Cl:66])=[CH:56][C:55]=1[Cl:69]. (6) Given the product [Br:9][C:10]1[CH:15]=[C:14]([O:5][CH2:4][CH2:3][N:2]([CH3:6])[CH3:1])[CH:13]=[N:12][CH:11]=1, predict the reactants needed to synthesize it. The reactants are: [CH3:1][N:2]([CH3:6])[CH2:3][CH2:4][OH:5].[H-].[Na+].[Br:9][C:10]1[CH:11]=[N:12][CH:13]=[C:14](Br)[CH:15]=1.O. (7) Given the product [CH2:34]([O:33][C:31](=[O:32])[CH2:30][NH:28][NH:29][C:8](=[O:10])[C:7]1[CH:6]=[CH:5][C:4]([CH:1]([CH3:2])[CH3:3])=[CH:12][CH:11]=1)[CH3:35], predict the reactants needed to synthesize it. The reactants are: [CH:1]([C:4]1[CH:12]=[CH:11][C:7]([C:8]([OH:10])=O)=[CH:6][CH:5]=1)([CH3:3])[CH3:2].C(N(CC)CC)C.C(OC(Cl)=O)C(C)C.[NH:28]([CH2:30][C:31]([O:33][CH2:34][CH3:35])=[O:32])[NH2:29].